The task is: Predict the reaction yield, written as a fraction of the theoretical maximum amount of product (1.0 means a 100% yield; for example, 0.34 means a 34% yield).. This data is from Reaction yield outcomes from USPTO patents with 853,638 reactions. (1) The reactants are [F:1][CH:2]([F:23])[O:3][C:4]1[CH:9]=[CH:8][C:7]([C:10](=O)[C:11]([C:13]2[CH:18]=[CH:17][CH:16]=[CH:15]C=2)=O)=[CH:6][C:5]=1[CH2:20][CH2:21][F:22].[C:24](=[O:27])([O-])[O-].[Na+].[Na+].Cl.[CH3:31][NH:32][C:33]([NH2:35])=[NH:34]. The catalyst is C(O)C. The product is [NH2:35][C:33]1[N:32]([CH3:31])[C:24](=[O:27])[C:10]([C:7]2[CH:8]=[CH:9][C:4]([O:3][CH:2]([F:1])[F:23])=[C:5]([CH2:20][CH2:21][F:22])[CH:6]=2)([C:11]2[CH:13]=[CH:18][CH:17]=[CH:16][CH:15]=2)[N:34]=1. The yield is 0.624. (2) The reactants are [CH:1]([O:4][C:5]([N:7]1[CH2:12][CH2:11][CH:10]([O:13][C:14]2[C:19]([C:20]#[N:21])=[C:18]([NH:22][C:23]3[CH:28]=[CH:27][C:26](I)=[CH:25][C:24]=3[F:30])[N:17]=[CH:16][N:15]=2)[CH2:9][CH2:8]1)=[O:6])([CH3:3])[CH3:2].[CH2:31]([OH:34])[CH2:32][CH3:33].N1C2C(=CC=C3C=2N=CC=C3)C=CC=1.C(=O)([O-])[O-].[Cs+].[Cs+]. The catalyst is O1CCOCC1.[Cu](I)I. The product is [CH:1]([O:4][C:5]([N:7]1[CH2:12][CH2:11][CH:10]([O:13][C:14]2[C:19]([C:20]#[N:21])=[C:18]([NH:22][C:23]3[CH:28]=[CH:27][C:26]([O:34][CH2:31][CH2:32][CH3:33])=[CH:25][C:24]=3[F:30])[N:17]=[CH:16][N:15]=2)[CH2:9][CH2:8]1)=[O:6])([CH3:3])[CH3:2]. The yield is 0.120.